Dataset: Full USPTO retrosynthesis dataset with 1.9M reactions from patents (1976-2016). Task: Predict the reactants needed to synthesize the given product. (1) Given the product [Cl:1][C:2]1[CH:3]=[C:4]([CH:39]=[CH:40][C:41]=1[Cl:42])[CH2:5][O:6][C:7]1[CH:8]=[C:9]([C@H:13]2[CH2:38][O:37][C:16]3=[CH:17][C:18]4[CH2:19][C@@H:20]([C:34]([NH:84][C@@H:67]([CH2:68][C:69]5[CH:74]=[CH:73][C:72]([O:75][C:76]6[CH:81]=[CH:80][N:79]=[C:78]([CH3:82])[C:77]=6[CH3:83])=[CH:71][CH:70]=5)[C:66]([OH:65])=[O:85])=[O:35])[N:21]([C@H:25]([C:28]5[CH:33]=[CH:32][CH:31]=[CH:30][CH:29]=5)[CH2:26][CH3:27])[CH2:22][C:23]=4[CH:24]=[C:15]3[O:14]2)[CH:10]=[CH:11][CH:12]=1, predict the reactants needed to synthesize it. The reactants are: [Cl:1][C:2]1[CH:3]=[C:4]([CH:39]=[CH:40][C:41]=1[Cl:42])[CH2:5][O:6][C:7]1[CH:8]=[C:9]([C@H:13]2[CH2:38][O:37][C:16]3=[CH:17][C:18]4[CH2:19][C@@H:20]([C:34](O)=[O:35])[N:21]([C@H:25]([C:28]5[CH:33]=[CH:32][CH:31]=[CH:30][CH:29]=5)[CH2:26][CH3:27])[CH2:22][C:23]=4[CH:24]=[C:15]3[O:14]2)[CH:10]=[CH:11][CH:12]=1.CCN=C=NCCCN(C)C.C1C=CC2N(O)N=NC=2C=1.C[O:65][C:66](=[O:85])[C@@H:67]([NH2:84])[CH2:68][C:69]1[CH:74]=[CH:73][C:72]([O:75][C:76]2[CH:81]=[CH:80][N:79]=[C:78]([CH3:82])[C:77]=2[CH3:83])=[CH:71][CH:70]=1.CCN(C(C)C)C(C)C. (2) Given the product [CH3:1][C:2]1[CH:3]=[N:4][N:5]([C:7]2[CH:14]=[CH:13][C:10](/[CH:11]=[CH:23]/[CH:24]=[O:25])=[CH:9][CH:8]=2)[CH:6]=1, predict the reactants needed to synthesize it. The reactants are: [CH3:1][C:2]1[CH:3]=[N:4][N:5]([C:7]2[CH:14]=[CH:13][C:10]([CH:11]=O)=[CH:9][CH:8]=2)[CH:6]=1.N1(C2C=C[C:23]([CH:24]=[O:25])=CC=2)C=CC=N1. (3) The reactants are: [CH:1]([C@H:3]1[CH2:8][CH2:7][C@H:6]([CH2:9]O)[CH2:5][CH2:4]1)=[CH2:2].N1C=CN=C1.C1(P(C2C=CC=CC=2)C2C=CC=CC=2)C=CC=CC=1.[I:35]I. Given the product [I:35][CH2:9][C@H:6]1[CH2:7][CH2:8][C@H:3]([CH:1]=[CH2:2])[CH2:4][CH2:5]1, predict the reactants needed to synthesize it. (4) Given the product [CH:15]1[CH:14]=[CH:13][C:12]([CH2:11][O:10][C:4]2[C:5]3[NH:9][C:18]([NH:8][C:6]=3[N:7]=[C:2]([NH2:1])[N:3]=2)=[O:19])=[CH:17][CH:16]=1, predict the reactants needed to synthesize it. The reactants are: [NH2:1][C:2]1[N:7]=[C:6]([NH2:8])[C:5]([NH2:9])=[C:4]([O:10][CH2:11][C:12]2[CH:17]=[CH:16][CH:15]=[CH:14][CH:13]=2)[N:3]=1.[C:18](N1C=CN=C1)(N1C=CN=C1)=[O:19].O.